The task is: Predict the reactants needed to synthesize the given product.. This data is from Full USPTO retrosynthesis dataset with 1.9M reactions from patents (1976-2016). (1) Given the product [Br:1][C:2]1[CH:21]=[CH:20][C:5]2[CH2:6][CH2:7][C:8]3[C:16]([CH3:17])=[C:15]([O:18][CH3:19])[CH:14]=[CH:13][C:9]=3[C:10](=[O:12])[C:11](=[O:24])[C:4]=2[CH:3]=1, predict the reactants needed to synthesize it. The reactants are: [Br:1][C:2]1[CH:21]=[CH:20][C:5]2[CH2:6][CH2:7][C:8]3[C:16]([CH3:17])=[C:15]([O:18][CH3:19])[CH:14]=[CH:13][C:9]=3[C:10](=[O:12])[CH2:11][C:4]=2[CH:3]=1.C(O)(=[O:24])C.[Se](=O)=O. (2) The reactants are: [Br:1][C:2]1[CH:3]=[C:4]2[C:9](=[CH:10][CH:11]=1)[O:8][C:7]([C:12]([OH:14])=O)=[CH:6][C:5]2=[O:15].Cl.[CH3:17][NH:18][O:19][CH3:20]. Given the product [Br:1][C:2]1[CH:3]=[C:4]2[C:9](=[CH:10][CH:11]=1)[O:8][C:7]([C:12]([N:18]([O:19][CH3:20])[CH3:17])=[O:14])=[CH:6][C:5]2=[O:15], predict the reactants needed to synthesize it. (3) The reactants are: [CH2:1]1[C:10]2[C:5](=[CH:6][CH:7]=[C:8]([OH:11])[CH:9]=2)[CH2:4][CH2:3][NH:2]1.CO[C:14]1[CH:19]=[CH:18][CH:17]=[C:16](OC)[CH:15]=1.FC(F)(F)C(O)=O. Given the product [C:14]1([C:9]2[C:8]([OH:11])=[CH:7][CH:6]=[C:5]3[C:10]=2[CH2:1][NH:2][CH2:3][CH2:4]3)[CH:19]=[CH:18][CH:17]=[CH:16][CH:15]=1, predict the reactants needed to synthesize it. (4) Given the product [I:27][C:23]1[CH:22]=[CH:21][N:20]=[C:19]([O:1][C@H:2]2[CH2:7][N:6]([C:8]([O:10][C:11]([CH3:14])([CH3:13])[CH3:12])=[O:9])[C@H:5]([CH3:15])[CH2:4][CH2:3]2)[C:24]=1[O:25][CH3:26], predict the reactants needed to synthesize it. The reactants are: [OH:1][C@H:2]1[CH2:7][N:6]([C:8]([O:10][C:11]([CH3:14])([CH3:13])[CH3:12])=[O:9])[C@H:5]([CH3:15])[CH2:4][CH2:3]1.[H-].[Na+].F[C:19]1[C:24]([O:25][CH3:26])=[C:23]([I:27])[CH:22]=[CH:21][N:20]=1. (5) Given the product [CH3:11][O:12][C:13]1[CH:18]=[CH:17][C:16]([CH2:19][S:20][C:6]2[CH:5]=[CH:4][N:3]=[C:2]([Cl:1])[CH:7]=2)=[CH:15][CH:14]=1, predict the reactants needed to synthesize it. The reactants are: [Cl:1][C:2]1[CH:7]=[C:6]([N+]([O-])=O)[CH:5]=[CH:4][N:3]=1.[CH3:11][O:12][C:13]1[CH:18]=[CH:17][C:16]([CH2:19][SH:20])=[CH:15][CH:14]=1.CN(C=O)C.C(=O)([O-])[O-].[Cs+].[Cs+]. (6) Given the product [F:24][C:2]([F:1])([F:23])[C:3]1[CH:4]=[C:5]([C:13]2[N:17]=[CH:16][N:15](/[CH:18]=[CH:19]\[C:20]([NH:35][NH:34][C:32](=[O:33])[CH2:31][N:28]3[CH2:29][CH2:30][O:25][CH2:26][CH2:27]3)=[O:21])[N:14]=2)[CH:6]=[C:7]([C:9]([F:12])([F:10])[F:11])[CH:8]=1, predict the reactants needed to synthesize it. The reactants are: [F:1][C:2]([F:24])([F:23])[C:3]1[CH:4]=[C:5]([C:13]2[N:17]=[CH:16][N:15](/[CH:18]=[CH:19]\[C:20](O)=[O:21])[N:14]=2)[CH:6]=[C:7]([C:9]([F:12])([F:11])[F:10])[CH:8]=1.[O:25]1[CH2:30][CH2:29][N:28]([CH2:31][C:32]([NH:34][NH2:35])=[O:33])[CH2:27][CH2:26]1.C(P1(=O)OP(CCC)(=O)OP(CCC)(=O)O1)CC.CCN(C(C)C)C(C)C. (7) Given the product [CH:1]([C:3]1[S:7][C:6]([NH:8][CH2:9][C:10]([OH:12])=[O:11])=[N:5][CH:4]=1)=[O:2], predict the reactants needed to synthesize it. The reactants are: [CH:1]([C:3]1[S:7][C:6]([NH:8][CH2:9][C:10]([O:12]C(C)(C)C)=[O:11])=[N:5][CH:4]=1)=[O:2].C(O)(C(F)(F)F)=O. (8) Given the product [NH:20]([CH2:2][C:3]1[CH:4]=[C:5]([CH:10]=[CH:11][CH:12]=1)[C:6]([O:8][CH3:9])=[O:7])[NH2:21], predict the reactants needed to synthesize it. The reactants are: Br[CH2:2][C:3]1[CH:4]=[C:5]([CH:10]=[CH:11][CH:12]=1)[C:6]([O:8][CH3:9])=[O:7].C(OC([NH:20][NH2:21])=O)(C)(C)C.C(=O)([O-])[O-].[K+].[K+].O. (9) Given the product [CH2:35]([C:33]1[CH:32]=[CH:31][C:23]([C:24]([O:26][C:27]([CH3:29])([CH3:30])[CH3:28])=[O:25])=[C:22]([NH:21][C:18]([C:16]2[NH:15][N:14]=[C:13]([C:7]3[CH:8]=[CH:9][CH:10]=[CH:11][CH:12]=3)[CH:17]=2)=[O:20])[CH:34]=1)[CH2:36][C:37]1[CH:38]=[CH:39][CH:40]=[CH:41][CH:42]=1, predict the reactants needed to synthesize it. The reactants are: C(Cl)(=O)C(Cl)=O.[C:7]1([C:13]2[CH:17]=[C:16]([C:18]([OH:20])=O)[NH:15][N:14]=2)[CH:12]=[CH:11][CH:10]=[CH:9][CH:8]=1.[NH2:21][C:22]1[CH:34]=[C:33]([CH2:35][CH2:36][C:37]2[CH:42]=[CH:41][CH:40]=[CH:39][CH:38]=2)[CH:32]=[CH:31][C:23]=1[C:24]([O:26][C:27]([CH3:30])([CH3:29])[CH3:28])=[O:25].C(=O)([O-])O.[Na+]. (10) Given the product [CH2:1]([N:8]1[CH2:13][CH2:12][CH:11]([NH:14][C:15]2[CH:20]=[CH:19][C:18]([F:21])=[CH:17][C:16]=2[NH:22][C:27](=[O:26])[CH2:28][CH3:30])[CH2:10][CH2:9]1)[C:2]1[CH:7]=[CH:6][CH:5]=[CH:4][CH:3]=1, predict the reactants needed to synthesize it. The reactants are: [CH2:1]([N:8]1[CH2:13][CH2:12][CH:11]([NH:14][C:15]2[CH:20]=[CH:19][C:18]([F:21])=[CH:17][C:16]=2[NH2:22])[CH2:10][CH2:9]1)[C:2]1[CH:7]=[CH:6][CH:5]=[CH:4][CH:3]=1.C([O:26][C:27](=O)[CH3:28])(=O)C.[C:30](OCC)(=O)C.